Predict the reactants needed to synthesize the given product. From a dataset of Full USPTO retrosynthesis dataset with 1.9M reactions from patents (1976-2016). (1) Given the product [Br-:13].[C:27]1([P+:20]([C:14]2[CH:15]=[CH:16][CH:17]=[CH:18][CH:19]=2)([C:21]2[CH:26]=[CH:25][CH:24]=[CH:23][CH:22]=2)[CH2:12][CH2:11][CH2:10][CH2:9][CH2:8][O:7][C:1](=[O:6])[C:2]([CH3:5])([CH3:4])[CH3:3])[CH:28]=[CH:29][CH:30]=[CH:31][CH:32]=1, predict the reactants needed to synthesize it. The reactants are: [C:1]([O:7][CH2:8][CH2:9][CH2:10][CH2:11][CH2:12][Br:13])(=[O:6])[C:2]([CH3:5])([CH3:4])[CH3:3].[C:14]1([P:20]([C:27]2[CH:32]=[CH:31][CH:30]=[CH:29][CH:28]=2)[C:21]2[CH:26]=[CH:25][CH:24]=[CH:23][CH:22]=2)[CH:19]=[CH:18][CH:17]=[CH:16][CH:15]=1. (2) Given the product [Cl:24][CH2:25][C:26]([N:12]1[CH2:13][CH2:14][N:9]([C:6]2[CH:5]=[CH:4][C:3]([C:2]([F:1])([F:15])[F:16])=[CH:8][CH:7]=2)[CH2:10][CH2:11]1)=[O:27], predict the reactants needed to synthesize it. The reactants are: [F:1][C:2]([F:16])([F:15])[C:3]1[CH:8]=[CH:7][C:6]([N:9]2[CH2:14][CH2:13][NH:12][CH2:11][CH2:10]2)=[CH:5][CH:4]=1.C(N(CC)CC)C.[Cl:24][CH2:25][C:26](Cl)=[O:27]. (3) Given the product [NH2:7][C@@H:8]1[CH2:12][CH2:11][N:10]([C:13]2[C:22]3[C:17](=[CH:18][C:19]([CH3:23])=[CH:20][CH:21]=3)[N:16]=[C:15]([C:24]3[CH:29]=[CH:28][CH:27]=[CH:26][C:25]=3[OH:30])[N:14]=2)[CH2:9]1, predict the reactants needed to synthesize it. The reactants are: C(OC(=O)[NH:7][C@@H:8]1[CH2:12][CH2:11][N:10]([C:13]2[C:22]3[C:17](=[CH:18][C:19]([CH3:23])=[CH:20][CH:21]=3)[N:16]=[C:15]([C:24]3[CH:29]=[CH:28][CH:27]=[CH:26][C:25]=3[OH:30])[N:14]=2)[CH2:9]1)(C)(C)C.C(O)(C(F)(F)F)=O. (4) Given the product [F:17][C:5]1[CH:4]=[C:3]([CH:8]=[CH:7][C:6]=1[C:9]1[CH:10]=[CH:11][C:12](=[O:16])[N:13]([CH3:15])[CH:14]=1)[CH2:2][NH:1][C:28](=[O:29])[C:27]1[CH:26]=[CH:25][C:24]([C:19]2[CH:20]=[N:21][CH:22]=[CH:23][N:18]=2)=[CH:32][CH:31]=1, predict the reactants needed to synthesize it. The reactants are: [NH2:1][CH2:2][C:3]1[CH:8]=[CH:7][C:6]([C:9]2[CH:10]=[CH:11][C:12](=[O:16])[N:13]([CH3:15])[CH:14]=2)=[C:5]([F:17])[CH:4]=1.[N:18]1[CH:23]=[CH:22][N:21]=[CH:20][C:19]=1[C:24]1[CH:32]=[CH:31][C:27]([C:28](O)=[O:29])=[CH:26][CH:25]=1.CN(C(ON1N=NC2C=CC=NC1=2)=[N+](C)C)C.F[P-](F)(F)(F)(F)F.C(N(CC)C(C)C)(C)C. (5) Given the product [O:14]=[C:15]1[N:21]([CH:22]2[CH2:27][CH2:26][N:25]([C:28]([O:30][C@H:31]([CH2:32][C:33]3[CH:34]=[CH:35][C:36]([OH:39])=[CH:37][CH:38]=3)[C:40]([N:11]3[CH2:12][CH2:13][CH:8]([N:5]4[CH2:6][CH2:7][N:2]([CH3:1])[CH2:3][CH2:4]4)[CH2:9][CH2:10]3)=[O:41])=[O:29])[CH2:24][CH2:23]2)[CH2:20][CH2:19][C:18]2[CH:43]=[CH:44][CH:45]=[CH:46][C:17]=2[NH:16]1, predict the reactants needed to synthesize it. The reactants are: [CH3:1][N:2]1[CH2:7][CH2:6][N:5]([CH:8]2[CH2:13][CH2:12][NH:11][CH2:10][CH2:9]2)[CH2:4][CH2:3]1.[O:14]=[C:15]1[N:21]([CH:22]2[CH2:27][CH2:26][N:25]([C:28]([O:30][C@@H:31]([C:40](O)=[O:41])[CH2:32][C:33]3[CH:38]=[CH:37][C:36]([OH:39])=[CH:35][CH:34]=3)=[O:29])[CH2:24][CH2:23]2)[CH2:20][CH2:19][C:18]2[CH:43]=[CH:44][CH:45]=[CH:46][C:17]=2[NH:16]1.CN(C(ON1N=NC2C=CC=NC1=2)=[N+](C)C)C.F[P-](F)(F)(F)(F)F.C(N(C(C)C)C(C)C)C. (6) Given the product [C:16]1(=[CH:17]/[CH2:18][C:19]([O:21][CH2:22][CH3:23])=[O:20])/[C:9]2[N:8]([CH:12]=[CH:11][CH:10]=2)[CH2:13][CH2:14][NH:15]/1, predict the reactants needed to synthesize it. The reactants are: C(O)(C(F)(F)F)=O.[N:8]1([CH2:13][CH2:14][NH:15][C:16](=O)[CH2:17][CH2:18][C:19]([O:21][CH2:22][CH3:23])=[O:20])[CH:12]=[CH:11][CH:10]=[CH:9]1. (7) The reactants are: [N:1]([C@@H:4]1[CH2:9][N:8](C(OC(C)(C)C)=O)[CH2:7][C@@H:6]([C:17]([O:19][CH3:20])=[O:18])[CH2:5]1)=[N+:2]=[N-:3].[ClH:21]. Given the product [ClH:21].[N:1]([C@H:4]1[CH2:9][NH:8][CH2:7][C@@H:6]([C:17]([O:19][CH3:20])=[O:18])[CH2:5]1)=[N+:2]=[N-:3], predict the reactants needed to synthesize it. (8) The reactants are: [NH:1]1[C:9]2[C:4](=[CH:5][CH:6]=[CH:7][CH:8]=2)[C:3](/[CH:10]=[CH:11]/[C:12]2[CH:25]=[CH:24][C:15]([C:16]([N:18]3[CH2:23][CH2:22][NH:21][CH2:20][CH2:19]3)=[O:17])=[CH:14][CH:13]=2)=[N:2]1.[CH:26]([O:29][C:30]1[C:31](=O)[C:32](=[O:38])[C:33]=1[O:34]C(C)C)([CH3:28])[CH3:27].C(N(CC)CC)C. Given the product [NH:1]1[C:9]2[C:4](=[CH:5][CH:6]=[CH:7][CH:8]=2)[C:3](/[CH:10]=[CH:11]/[C:12]2[CH:13]=[CH:14][C:15]([C:16]([N:18]3[CH2:23][CH2:22][N:21]([C:31]4[C:32](=[O:38])[C:33](=[O:34])[C:30]=4[O:29][CH:26]([CH3:28])[CH3:27])[CH2:20][CH2:19]3)=[O:17])=[CH:24][CH:25]=2)=[N:2]1, predict the reactants needed to synthesize it.